Dataset: Full USPTO retrosynthesis dataset with 1.9M reactions from patents (1976-2016). Task: Predict the reactants needed to synthesize the given product. (1) Given the product [F:1][C:2]1[CH:3]=[C:4]([CH:5]=[C:6]([F:8])[CH:7]=1)[CH2:9][C@H:10]([NH:14][C:15](=[O:21])[O:16][C:17]([CH3:20])([CH3:19])[CH3:18])[C@H:11]([OH:12])[CH2:13][NH:33][CH:26]1[C:25]2[C:30](=[CH:31][CH:32]=[C:23]([I:22])[CH:24]=2)[O:29][CH2:28][CH2:27]1, predict the reactants needed to synthesize it. The reactants are: [F:1][C:2]1[CH:3]=[C:4]([CH2:9][C@H:10]([NH:14][C:15](=[O:21])[O:16][C:17]([CH3:20])([CH3:19])[CH3:18])[C@H:11]2[CH2:13][O:12]2)[CH:5]=[C:6]([F:8])[CH:7]=1.[I:22][C:23]1[CH:24]=[C:25]2[C:30](=[CH:31][CH:32]=1)[O:29][CH2:28][CH2:27][CH:26]2[NH2:33]. (2) The reactants are: [C:1]1([C:7]([C:15]2[CH:20]=[CH:19][CH:18]=[CH:17][CH:16]=2)([C@@H:10]2[CH2:14][CH2:13][NH:12][CH2:11]2)[C:8]#[N:9])[CH:6]=[CH:5][CH:4]=[CH:3][CH:2]=1.S(=O)(=O)(O)[OH:22].[OH-].[Na+]. Given the product [C:1]1([C:7]([C:15]2[CH:20]=[CH:19][CH:18]=[CH:17][CH:16]=2)([C@@H:10]2[CH2:14][CH2:13][NH:12][CH2:11]2)[C:8]([NH2:9])=[O:22])[CH:2]=[CH:3][CH:4]=[CH:5][CH:6]=1, predict the reactants needed to synthesize it. (3) Given the product [N:21]([CH2:2][CH2:3][CH2:4][O:5][C:6]1[CH:11]=[CH:10][C:9]([C:12]([C:14]2[CH:19]=[CH:18][C:17]([I:20])=[CH:16][CH:15]=2)=[O:13])=[CH:8][CH:7]=1)=[N+:22]=[N-:23], predict the reactants needed to synthesize it. The reactants are: Br[CH2:2][CH2:3][CH2:4][O:5][C:6]1[CH:11]=[CH:10][C:9]([C:12]([C:14]2[CH:19]=[CH:18][C:17]([I:20])=[CH:16][CH:15]=2)=[O:13])=[CH:8][CH:7]=1.[N-:21]=[N+:22]=[N-:23].[Na+].